From a dataset of Catalyst prediction with 721,799 reactions and 888 catalyst types from USPTO. Predict which catalyst facilitates the given reaction. (1) The catalyst class is: 23. Reactant: [CH3:1][N:2]1[CH2:6][CH2:5][CH2:4][CH:3]1[C:7]1[CH:14]=[CH:13][C:10]([CH:11]=O)=[CH:9][CH:8]=1.[NH2:15][C:16]1[CH:24]=[CH:23][CH:22]=[C:21]2[C:17]=1[CH2:18][O:19][C:20]2=[O:25].[O-]S([O-])(=O)=O.[Mg+2]. Product: [CH3:1][N:2]1[CH2:6][CH2:5][CH2:4][CH:3]1[C:7]1[CH:14]=[CH:13][C:10](/[CH:11]=[N:15]/[C:16]2[CH:24]=[CH:23][CH:22]=[C:21]3[C:17]=2[CH2:18][O:19][C:20]3=[O:25])=[CH:9][CH:8]=1. (2) Reactant: [Br:1][C:2]1[C:3](=[O:30])[N:4]([CH2:20][C:21]2[CH:29]=[CH:28][C:24]([C:25](O)=[O:26])=[CH:23][CH:22]=2)[C:5]([CH2:18][OH:19])=[CH:6][C:7]=1[O:8][CH2:9][C:10]1[CH:15]=[CH:14][C:13]([F:16])=[CH:12][C:11]=1[F:17].O[N:32]1[C:36]2C=CC=CC=2N=N1.CN.CN1CCOCC1.C(N=C=NCCCN(C)C)C. Product: [Br:1][C:2]1[C:3](=[O:30])[N:4]([CH2:20][C:21]2[CH:29]=[CH:28][C:24]([C:25]([NH:32][CH3:36])=[O:26])=[CH:23][CH:22]=2)[C:5]([CH2:18][OH:19])=[CH:6][C:7]=1[O:8][CH2:9][C:10]1[CH:15]=[CH:14][C:13]([F:16])=[CH:12][C:11]=1[F:17]. The catalyst class is: 80. (3) Reactant: [F:1][C:2]([F:18])([F:17])[C:3]1[CH:8]=[CH:7][C:6]([C:9]2[N:14]=[CH:13][N:12]=[C:11]([C:15]#[N:16])[CH:10]=2)=[CH:5][CH:4]=1. Product: [F:18][C:2]([F:1])([F:17])[C:3]1[CH:4]=[CH:5][C:6]([C:9]2[N:14]=[CH:13][N:12]=[C:11]([CH2:15][NH2:16])[CH:10]=2)=[CH:7][CH:8]=1. The catalyst class is: 29.